From a dataset of Reaction yield outcomes from USPTO patents with 853,638 reactions. Predict the reaction yield, written as a fraction of the theoretical maximum amount of product (1.0 means a 100% yield; for example, 0.34 means a 34% yield). The reactants are [NH2:1][C:2]1[N:7]=[CH:6][N:5]=[C:4]2[N:8]([CH2:20][C:21]3[O:22][C:23]4[C:28]([C:29](=[O:37])[C:30]=3[C:31]3[CH:36]=[CH:35][CH:34]=[CH:33][CH:32]=3)=[CH:27][CH:26]=[CH:25][CH:24]=4)[N:9]=[C:10]([C:11]3[CH:16]=[C:15]([O:17]C)[CH:14]=[C:13]([F:19])[CH:12]=3)[C:3]=12. The catalyst is ClCCl.B(Br)(Br)Br. The product is [NH2:1][C:2]1[N:7]=[CH:6][N:5]=[C:4]2[N:8]([CH2:20][C:21]3[O:22][C:23]4[C:28]([C:29](=[O:37])[C:30]=3[C:31]3[CH:32]=[CH:33][CH:34]=[CH:35][CH:36]=3)=[CH:27][CH:26]=[CH:25][CH:24]=4)[N:9]=[C:10]([C:11]3[CH:16]=[C:15]([OH:17])[CH:14]=[C:13]([F:19])[CH:12]=3)[C:3]=12. The yield is 0.360.